From a dataset of Reaction yield outcomes from USPTO patents with 853,638 reactions. Predict the reaction yield, written as a fraction of the theoretical maximum amount of product (1.0 means a 100% yield; for example, 0.34 means a 34% yield). (1) The reactants are Cl.[NH2:2][C@@H:3]([CH2:24][CH:25]1[CH2:30][CH2:29][CH2:28][CH2:27][CH2:26]1)[C:4]([NH:6][C@H:7]1[CH2:13][CH2:12][CH2:11][N:10]([S:14]([C:17]2[CH:22]=[CH:21][CH:20]=[CH:19][N:18]=2)(=[O:16])=[O:15])[CH2:9][C@@H:8]1[OH:23])=[O:5].[CH3:31][C:32]1[C:36]([C:37](O)=[O:38])=[CH:35][O:34][N:33]=1.CC(OI1(OC(C)=O)(OC(C)=O)OC(=O)C2C=CC=CC1=2)=O. No catalyst specified. The product is [CH:25]1([CH2:24][C@H:3]([NH:2][C:37]([C:36]2[C:32]([CH3:31])=[N:33][O:34][CH:35]=2)=[O:38])[C:4](=[O:5])[NH:6][C@H:7]2[CH2:13][CH2:12][CH2:11][N:10]([S:14]([C:17]3[CH:22]=[CH:21][CH:20]=[CH:19][N:18]=3)(=[O:15])=[O:16])[CH2:9][C:8]2=[O:23])[CH2:30][CH2:29][CH2:28][CH2:27][CH2:26]1. The yield is 0.140. (2) The reactants are Cl[C:2]1[N:7]=[C:6]([C:8]2[N:12]3[CH:13]=[CH:14][CH:15]=[CH:16][C:11]3=[N:10][C:9]=2[C:17]2[CH:18]=[C:19]([CH:31]=[CH:32][CH:33]=2)[C:20]([NH:22][C:23]2[C:28]([F:29])=[CH:27][CH:26]=[CH:25][C:24]=2[F:30])=[O:21])[CH:5]=[CH:4][N:3]=1.[CH3:34][O:35][C:36]1[CH:42]=[C:41]([CH2:43][CH2:44][CH2:45][N:46]2[CH2:51][CH2:50][CH2:49][CH2:48][CH2:47]2)[CH:40]=[CH:39][C:37]=1[NH2:38].C1(C)C=CC(S(O)(=O)=O)=CC=1.C[O-].[Na+]. The catalyst is C(Cl)Cl.CC(O)C. The product is [F:30][C:24]1[CH:25]=[CH:26][CH:27]=[C:28]([F:29])[C:23]=1[NH:22][C:20](=[O:21])[C:19]1[CH:31]=[CH:32][CH:33]=[C:17]([C:9]2[N:10]=[C:11]3[CH:16]=[CH:15][CH:14]=[CH:13][N:12]3[C:8]=2[C:6]2[CH:5]=[CH:4][N:3]=[C:2]([NH:38][C:37]3[CH:39]=[CH:40][C:41]([CH2:43][CH2:44][CH2:45][N:46]4[CH2:47][CH2:48][CH2:49][CH2:50][CH2:51]4)=[CH:42][C:36]=3[O:35][CH3:34])[N:7]=2)[CH:18]=1. The yield is 0.370.